Regression. Given a peptide amino acid sequence and an MHC pseudo amino acid sequence, predict their binding affinity value. This is MHC class I binding data. From a dataset of Peptide-MHC class I binding affinity with 185,985 pairs from IEDB/IMGT. (1) The peptide sequence is FMRSISDDA. The MHC is HLA-A69:01 with pseudo-sequence HLA-A69:01. The binding affinity (normalized) is 0.0847. (2) The peptide sequence is FLPSDYFPSV. The MHC is HLA-B57:01 with pseudo-sequence HLA-B57:01. The binding affinity (normalized) is 0.